Task: Regression. Given two drug SMILES strings and cell line genomic features, predict the synergy score measuring deviation from expected non-interaction effect.. Dataset: NCI-60 drug combinations with 297,098 pairs across 59 cell lines (1) Cell line: SNB-75. Synergy scores: CSS=-0.498, Synergy_ZIP=2.82, Synergy_Bliss=4.55, Synergy_Loewe=-0.530, Synergy_HSA=-0.898. Drug 2: COC1=C2C(=CC3=C1OC=C3)C=CC(=O)O2. Drug 1: CC1=CC2C(CCC3(C2CCC3(C(=O)C)OC(=O)C)C)C4(C1=CC(=O)CC4)C. (2) Drug 1: CN(CC1=CN=C2C(=N1)C(=NC(=N2)N)N)C3=CC=C(C=C3)C(=O)NC(CCC(=O)O)C(=O)O. Drug 2: C1=CC(=C(C=C1I)F)NC2=C(C=CC(=C2F)F)C(=O)NOCC(CO)O. Cell line: HT29. Synergy scores: CSS=60.6, Synergy_ZIP=-5.96, Synergy_Bliss=-7.98, Synergy_Loewe=-8.73, Synergy_HSA=-2.74. (3) Drug 1: C1=CN(C(=O)N=C1N)C2C(C(C(O2)CO)O)O.Cl. Drug 2: CC(C)NC(=O)C1=CC=C(C=C1)CNNC.Cl. Cell line: HCC-2998. Synergy scores: CSS=21.8, Synergy_ZIP=-2.30, Synergy_Bliss=-6.56, Synergy_Loewe=-21.0, Synergy_HSA=-7.70. (4) Drug 1: CN(C)N=NC1=C(NC=N1)C(=O)N. Drug 2: CC1=C(N=C(N=C1N)C(CC(=O)N)NCC(C(=O)N)N)C(=O)NC(C(C2=CN=CN2)OC3C(C(C(C(O3)CO)O)O)OC4C(C(C(C(O4)CO)O)OC(=O)N)O)C(=O)NC(C)C(C(C)C(=O)NC(C(C)O)C(=O)NCCC5=NC(=CS5)C6=NC(=CS6)C(=O)NCCC[S+](C)C)O. Cell line: OVCAR-8. Synergy scores: CSS=4.52, Synergy_ZIP=-2.79, Synergy_Bliss=-2.56, Synergy_Loewe=-8.47, Synergy_HSA=-4.27. (5) Drug 1: CNC(=O)C1=CC=CC=C1SC2=CC3=C(C=C2)C(=NN3)C=CC4=CC=CC=N4. Drug 2: CCC1(CC2CC(C3=C(CCN(C2)C1)C4=CC=CC=C4N3)(C5=C(C=C6C(=C5)C78CCN9C7C(C=CC9)(C(C(C8N6C)(C(=O)OC)O)OC(=O)C)CC)OC)C(=O)OC)O.OS(=O)(=O)O. Cell line: HT29. Synergy scores: CSS=43.3, Synergy_ZIP=1.57, Synergy_Bliss=4.17, Synergy_Loewe=-15.8, Synergy_HSA=3.01. (6) Drug 1: CCC(=C(C1=CC=CC=C1)C2=CC=C(C=C2)OCCN(C)C)C3=CC=CC=C3.C(C(=O)O)C(CC(=O)O)(C(=O)O)O. Drug 2: C1=NC2=C(N=C(N=C2N1C3C(C(C(O3)CO)O)F)Cl)N. Cell line: UACC-257. Synergy scores: CSS=-1.00, Synergy_ZIP=-0.643, Synergy_Bliss=-1.04, Synergy_Loewe=-2.99, Synergy_HSA=-2.88. (7) Drug 1: C1CCC(CC1)NC(=O)N(CCCl)N=O. Drug 2: C1CN1P(=S)(N2CC2)N3CC3. Cell line: SNB-75. Synergy scores: CSS=14.9, Synergy_ZIP=-2.88, Synergy_Bliss=-1.59, Synergy_Loewe=-0.510, Synergy_HSA=-0.178.